This data is from Catalyst prediction with 721,799 reactions and 888 catalyst types from USPTO. The task is: Predict which catalyst facilitates the given reaction. (1) Reactant: [Cl:1][C:2]1[N:11]=[C:10](Cl)[C:9]([F:13])=[CH:8][C:3]=1[C:4]([O:6][CH3:7])=[O:5].[NH:14]1[CH2:18][CH2:17][CH2:16][CH2:15]1.C(OCC)(=O)C.O. The catalyst class is: 289. Product: [Cl:1][C:2]1[N:11]=[C:10]([N:14]2[CH2:18][CH2:17][CH2:16][CH2:15]2)[C:9]([F:13])=[CH:8][C:3]=1[C:4]([O:6][CH3:7])=[O:5]. (2) Reactant: [CH3:1][O:2][C:3]1[CH:4]=[C:5]2[C:10](=[CH:11][CH:12]=1)[N:9]=[C:8]([CH3:13])[CH:7]=[CH:6]2.[Br:14]N1C(=O)CCC1=O. Product: [Br:14][C:4]1[C:3]([O:2][CH3:1])=[CH:12][CH:11]=[C:10]2[C:5]=1[CH:6]=[CH:7][C:8]([CH3:13])=[N:9]2. The catalyst class is: 10. (3) Reactant: Cl[C:2]1[CH:7]=[C:6]([Cl:8])[C:5]([CH:9]([F:11])[F:10])=[CH:4][N:3]=1.[Zn](C)[CH3:13]. Product: [Cl:8][C:6]1[C:5]([CH:9]([F:11])[F:10])=[CH:4][N:3]=[C:2]([CH3:13])[CH:7]=1. The catalyst class is: 75.